From a dataset of Catalyst prediction with 721,799 reactions and 888 catalyst types from USPTO. Predict which catalyst facilitates the given reaction. Reactant: N1CCCCC1.C(=O)[C:8]1[CH:13]=[CH:12][CH:11]=[CH:10][CH:9]=1.[C:15]([CH2:18][C:19]([NH:21][C:22]1[CH:30]=[CH:29][CH:28]=[CH:27][C:23]=1[C:24]([OH:26])=[O:25])=[O:20])(O)=O.Cl. Product: [O:20]=[C:19]([NH:21][C:22]1[CH:30]=[CH:29][CH:28]=[CH:27][C:23]=1[C:24]([OH:26])=[O:25])/[CH:18]=[CH:15]/[C:8]1[CH:13]=[CH:12][CH:11]=[CH:10][CH:9]=1. The catalyst class is: 11.